Dataset: Full USPTO retrosynthesis dataset with 1.9M reactions from patents (1976-2016). Task: Predict the reactants needed to synthesize the given product. (1) Given the product [Cl:20][C:4]1[CH:3]=[C:2]([NH:25][CH:21]2[CH2:24][CH2:23][CH2:22]2)[N:7]2[N:8]=[C:9]([NH:11][C:12](=[O:19])[C:13]3[CH:18]=[CH:17][CH:16]=[N:15][CH:14]=3)[N:10]=[C:6]2[CH:5]=1, predict the reactants needed to synthesize it. The reactants are: Cl[C:2]1[N:7]2[N:8]=[C:9]([NH:11][C:12](=[O:19])[C:13]3[CH:18]=[CH:17][CH:16]=[N:15][CH:14]=3)[N:10]=[C:6]2[CH:5]=[C:4]([Cl:20])[CH:3]=1.[CH:21]1([NH2:25])[CH2:24][CH2:23][CH2:22]1. (2) Given the product [CH3:17][C:16]([NH:1][C@@H:2]([C:3]([NH:5][CH2:6][C:7]1[CH:12]=[CH:11][CH:10]=[CH:9][CH:8]=1)=[O:4])[CH2:13][O:14][CH3:15])=[O:18], predict the reactants needed to synthesize it. The reactants are: [NH2:1][C@H:2]([CH2:13][O:14][CH3:15])[C:3]([NH:5][CH2:6][C:7]1[CH:12]=[CH:11][CH:10]=[CH:9][CH:8]=1)=[O:4].[C:16](OC(=O)C)(=[O:18])[CH3:17].